This data is from Reaction yield outcomes from USPTO patents with 853,638 reactions. The task is: Predict the reaction yield, written as a fraction of the theoretical maximum amount of product (1.0 means a 100% yield; for example, 0.34 means a 34% yield). (1) The yield is 1.00. The product is [C:4]([C:5]1[N:10]=[CH:9][C:8]([NH:11][C:12](=[O:18])[O:13][C:14]([CH3:16])([CH3:15])[CH3:17])=[CH:7][CH:6]=1)#[CH:3]. The catalyst is C1COCC1. The reactants are C[Si](C)(C)[C:3]#[C:4][C:5]1[N:10]=[CH:9][C:8]([NH:11][C:12](=[O:18])[O:13][C:14]([CH3:17])([CH3:16])[CH3:15])=[CH:7][CH:6]=1.[F-].C([N+](CCCC)(CCCC)CCCC)CCC. (2) The reactants are [CH3:1][C:2]1[C:7]([CH2:8][C:9]2[CH:14]=[CH:13][CH:12]=[C:11]([O:15][C:16]([F:19])([F:18])[F:17])[CH:10]=2)=[C:6]([CH3:20])[N:5]2[N:21]=[CH:22][C:23]([C:24]([NH:26][CH2:27][CH2:28][C:29](O)=[O:30])=[O:25])=[C:4]2[N:3]=1.[NH2:32][CH2:33][CH2:34][OH:35]. No catalyst specified. The product is [OH:35][CH2:34][CH2:33][NH:32][C:29](=[O:30])[CH2:28][CH2:27][NH:26][C:24]([C:23]1[CH:22]=[N:21][N:5]2[C:6]([CH3:20])=[C:7]([CH2:8][C:9]3[CH:14]=[CH:13][CH:12]=[C:11]([O:15][C:16]([F:18])([F:19])[F:17])[CH:10]=3)[C:2]([CH3:1])=[N:3][C:4]=12)=[O:25]. The yield is 0.130. (3) The reactants are [F:1][C:2]1[CH:18]=[C:17]([N+:19]([O-:21])=[O:20])[CH:16]=[CH:15][C:3]=1[O:4][C:5]1[CH:10]=[CH:9][N:8]=[C:7]2[CH:11]=[C:12](I)[S:13][C:6]=12.Br[C:23]1[CH:30]=[CH:29][C:26]([CH:27]=[O:28])=[CH:25][N:24]=1.[Sn].CO. The catalyst is O1CCOCC1.C1C=CC([P]([Pd]([P](C2C=CC=CC=2)(C2C=CC=CC=2)C2C=CC=CC=2)([P](C2C=CC=CC=2)(C2C=CC=CC=2)C2C=CC=CC=2)[P](C2C=CC=CC=2)(C2C=CC=CC=2)C2C=CC=CC=2)(C2C=CC=CC=2)C2C=CC=CC=2)=CC=1. The product is [F:1][C:2]1[CH:18]=[C:17]([N+:19]([O-:21])=[O:20])[CH:16]=[CH:15][C:3]=1[O:4][C:5]1[CH:10]=[CH:9][N:8]=[C:7]2[CH:11]=[C:12]([C:23]3[CH:30]=[CH:29][C:26]([CH:27]=[O:28])=[CH:25][N:24]=3)[S:13][C:6]=12. The yield is 0.520. (4) The reactants are CC(C)([O-])C.[K+].[CH3:7][C:8]1[CH:18]=[CH:17][C:11]2[NH:12][C:13](=O)[CH2:14][O:15][C:10]=2[C:9]=1[CH2:19][CH2:20][N:21]1[CH2:26][CH2:25][N:24]([C:27]2[CH:36]=[CH:35][CH:34]=[C:33]3[C:28]=2[CH:29]=[CH:30][C:31]([CH3:37])=[N:32]3)[CH2:23][CH2:22]1.C(OP(Cl)(OCC)=O)C.[N+:47]([CH2:49][C:50]([O:52][CH2:53][CH3:54])=[O:51])#[C-:48]. The catalyst is C1COCC1. The product is [CH3:7][C:8]1[CH:18]=[CH:17][C:11]2[N:12]3[CH:48]=[N:47][C:49]([C:50]([O:52][CH2:53][CH3:54])=[O:51])=[C:13]3[CH2:14][O:15][C:10]=2[C:9]=1[CH2:19][CH2:20][N:21]1[CH2:22][CH2:23][N:24]([C:27]2[CH:36]=[CH:35][CH:34]=[C:33]3[C:28]=2[CH:29]=[CH:30][C:31]([CH3:37])=[N:32]3)[CH2:25][CH2:26]1. The yield is 0.480. (5) The reactants are [CH2:1]([O:3][C:4]1([C:7]2[CH:12]=[CH:11][C:10]([C:13]#[CH:14])=[CH:9][C:8]=2[CH:15]([CH3:17])[CH3:16])[CH2:6][CH2:5]1)[CH3:2].[CH3:18][O:19][C:20](=[O:29])[CH2:21][C:22]1[CH:27]=[CH:26][C:25](I)=[CH:24][CH:23]=1. The catalyst is C(N(CC)CC)C.[Cu]I.Cl[Pd](Cl)([P](C1C=CC=CC=1)(C1C=CC=CC=1)C1C=CC=CC=1)[P](C1C=CC=CC=1)(C1C=CC=CC=1)C1C=CC=CC=1. The product is [CH2:1]([O:3][C:4]1([C:7]2[CH:12]=[CH:11][C:10]([C:13]#[C:14][C:25]3[CH:26]=[CH:27][C:22]([CH2:21][C:20]([O:19][CH3:18])=[O:29])=[CH:23][CH:24]=3)=[CH:9][C:8]=2[CH:15]([CH3:16])[CH3:17])[CH2:6][CH2:5]1)[CH3:2]. The yield is 0.710. (6) The reactants are [N:1]([C@@H:4]1[C:12]2[C:7](=[CH:8][C:9]([Br:13])=[CH:10][CH:11]=2)[CH2:6][CH2:5]1)=[N+]=[N-].O.C1(P(C2C=CC=CC=2)C2C=CC=CC=2)C=CC=CC=1.[OH-].[K+]. The catalyst is C1COCC1. The product is [Br:13][C:9]1[CH:8]=[C:7]2[C:12](=[CH:11][CH:10]=1)[C@@H:4]([NH2:1])[CH2:5][CH2:6]2. The yield is 0.810.